Regression. Given two drug SMILES strings and cell line genomic features, predict the synergy score measuring deviation from expected non-interaction effect. From a dataset of NCI-60 drug combinations with 297,098 pairs across 59 cell lines. (1) Drug 1: C1CC(=O)NC(=O)C1N2C(=O)C3=CC=CC=C3C2=O. Drug 2: N.N.Cl[Pt+2]Cl. Cell line: RXF 393. Synergy scores: CSS=16.0, Synergy_ZIP=-1.61, Synergy_Bliss=-4.20, Synergy_Loewe=-28.8, Synergy_HSA=-4.38. (2) Synergy scores: CSS=45.4, Synergy_ZIP=-3.07, Synergy_Bliss=-6.16, Synergy_Loewe=-47.2, Synergy_HSA=-4.31. Drug 2: CN(C(=O)NC(C=O)C(C(C(CO)O)O)O)N=O. Cell line: HL-60(TB). Drug 1: CC1=C(C(CCC1)(C)C)C=CC(=CC=CC(=CC(=O)O)C)C. (3) Drug 1: C1CCN(CC1)CCOC2=CC=C(C=C2)C(=O)C3=C(SC4=C3C=CC(=C4)O)C5=CC=C(C=C5)O. Drug 2: C1=CC(=CC=C1CC(C(=O)O)N)N(CCCl)CCCl.Cl. Cell line: UO-31. Synergy scores: CSS=5.80, Synergy_ZIP=-3.89, Synergy_Bliss=-2.72, Synergy_Loewe=-2.02, Synergy_HSA=-1.60.